From a dataset of Forward reaction prediction with 1.9M reactions from USPTO patents (1976-2016). Predict the product of the given reaction. (1) The product is: [CH3:34][O:35][C:36]([C:38]1[CH:47]=[C:46]([CH2:48][CH2:49][CH2:50][OH:51])[C:45]2[C:40](=[C:41]([NH2:59])[CH:42]=[CH:43][CH:44]=2)[N:39]=1)=[O:37]. Given the reactants COC(C1C=C(NS(C2C=CC(C)=CC=2)(=O)=O)C2C(=C(OCC3C=CC=CC=3)C=CC=2)N=1)=O.[CH3:34][O:35][C:36]([C:38]1[CH:47]=[C:46]([C:48]#[C:49][CH2:50][O:51]CC2C=CC=CC=2)[C:45]2[C:40](=[C:41]([N+:59]([O-])=O)[CH:42]=[CH:43][CH:44]=2)[N:39]=1)=[O:37], predict the reaction product. (2) The product is: [O:31]=[C:10]1[N:9]([C@H:6]2[CH2:7][CH2:8][C@H:3]([CH:2]=[O:1])[CH2:4][CH2:5]2)[C:14]2[C:15]3[CH:21]=[CH:20][N:19]([CH2:22][O:23][CH2:24][CH2:25][Si:26]([CH3:28])([CH3:27])[CH3:29])[C:16]=3[N:17]=[CH:18][C:13]=2[C:12](=[O:30])[NH:11]1. Given the reactants [OH:1][CH2:2][C@H:3]1[CH2:8][CH2:7][C@H:6]([N:9]2[C:14]3[C:15]4[CH:21]=[CH:20][N:19]([CH2:22][O:23][CH2:24][CH2:25][Si:26]([CH3:29])([CH3:28])[CH3:27])[C:16]=4[N:17]=[CH:18][C:13]=3[C:12](=[O:30])[NH:11][C:10]2=[O:31])[CH2:5][CH2:4]1.I(C1C=CC=CC=1C(O)=O)(=O)=O.S([O-])([O-])(=O)=S.[Na+].[Na+].C(=O)([O-])O.[Na+], predict the reaction product. (3) Given the reactants Br[C:2]1[S:6][C:5]2[CH:7]=[C:8]([OH:11])[CH:9]=[CH:10][C:4]=2[C:3]=1[O:12][C:13]1[CH:18]=[CH:17][C:16](/[CH:19]=[CH:20]/[C:21]([O:23][CH3:24])=[O:22])=[CH:15][CH:14]=1.[F:25][C:26]([C:29]1[CH:34]=[C:33]([F:35])[CH:32]=[CH:31][C:30]=1B1OC(C)(C)C(C)(C)O1)([F:28])[CH3:27].C([O-])([O-])=O.[K+].[K+], predict the reaction product. The product is: [F:25][C:26]([C:29]1[CH:34]=[C:33]([F:35])[CH:32]=[CH:31][C:30]=1[C:2]1[S:6][C:5]2[CH:7]=[C:8]([OH:11])[CH:9]=[CH:10][C:4]=2[C:3]=1[O:12][C:13]1[CH:18]=[CH:17][C:16](/[CH:19]=[CH:20]/[C:21]([O:23][CH3:24])=[O:22])=[CH:15][CH:14]=1)([F:28])[CH3:27].